Dataset: Full USPTO retrosynthesis dataset with 1.9M reactions from patents (1976-2016). Task: Predict the reactants needed to synthesize the given product. Given the product [OH:1][C:2]1[CH:3]=[CH:4][C:5](/[CH:14]=[CH:19]/[C:16]([O:18][CH2:39][CH3:40])=[O:17])=[C:6]([C:8]2[CH:9]=[CH:10][CH:11]=[CH:12][CH:13]=2)[CH:7]=1, predict the reactants needed to synthesize it. The reactants are: [OH:1][C:2]1[CH:7]=[C:6]([C:8]2[CH:13]=[CH:12][CH:11]=[CH:10][CH:9]=2)[C:5]([CH:14]=O)=[CH:4][CH:3]=1.[C:16]([CH:19]=P(C1C=CC=CC=1)(C1C=CC=CC=1)C1C=CC=CC=1)([OH:18])=[O:17].[C:39]1(C)C=CC=C[CH:40]=1.